From a dataset of Reaction yield outcomes from USPTO patents with 853,638 reactions. Predict the reaction yield, written as a fraction of the theoretical maximum amount of product (1.0 means a 100% yield; for example, 0.34 means a 34% yield). (1) The reactants are C([O:3][C:4]([C:6]1[C:7](/[CH:14]=[CH:15]/[N:16](C)C)=[N:8][C:9]([S:12][CH3:13])=[N:10][CH:11]=1)=O)C. The catalyst is CN(C=O)C. The product is [CH3:13][S:12][C:9]1[N:10]=[CH:11][C:6]2[C:4](=[O:3])[NH:16][CH:15]=[CH:14][C:7]=2[N:8]=1. The yield is 0.780. (2) The reactants are [CH3:1][C:2](C)([O-:4])C.[K+].[CH3:7][C:8]([CH:10]1[CH2:12][CH2:11]1)=[O:9].C(OCC)(=O)C. The catalyst is C1COCC1. The product is [CH:10]1([C:8](=[O:9])[CH2:7][C:2](=[O:4])[CH3:1])[CH2:12][CH2:11]1. The yield is 0.700.